The task is: Predict the product of the given reaction.. This data is from Forward reaction prediction with 1.9M reactions from USPTO patents (1976-2016). (1) Given the reactants [CH:1]1([CH2:4][O:5][C:6]2[C:7]([F:16])=[CH:8][C:9]([C:12]([O:14]C)=[O:13])=[N:10][CH:11]=2)[CH2:3][CH2:2]1.C1COCC1.[OH-].[Li+].Cl, predict the reaction product. The product is: [CH:1]1([CH2:4][O:5][C:6]2[C:7]([F:16])=[CH:8][C:9]([C:12]([OH:14])=[O:13])=[N:10][CH:11]=2)[CH2:3][CH2:2]1. (2) Given the reactants [Br:1][C:2]1[CH:7]=[CH:6][C:5]([CH2:8][CH2:9][OH:10])=[CH:4][CH:3]=1.[C:11]1([CH3:21])[CH:16]=[CH:15][C:14]([S:17](Cl)(=[O:19])=[O:18])=[CH:13][CH:12]=1.C(N(CC)CC)C, predict the reaction product. The product is: [CH3:21][C:11]1[CH:16]=[CH:15][C:14]([S:17]([O:10][CH2:9][CH2:8][C:5]2[CH:6]=[CH:7][C:2]([Br:1])=[CH:3][CH:4]=2)(=[O:19])=[O:18])=[CH:13][CH:12]=1. (3) Given the reactants Cl[C:2]1[C:7]([N+:8]([O-:10])=[O:9])=[CH:6][C:5]([N+:11]([O-])=O)=[CH:4][N:3]=1.CN(C)[CH:16]=[S:17].C1(C)C(C)=CC=CC=1, predict the reaction product. The product is: [N+:8]([C:7]1[CH:6]=[C:5]2[N:11]=[CH:16][S:17][C:4]2=[N:3][CH:2]=1)([O-:10])=[O:9]. (4) Given the reactants [Cl:1][C:2]1[CH:3]=[C:4]2[C:9](=[C:10]([Cl:12])[CH:11]=1)[CH2:8][N:7]([CH3:13])[CH2:6][CH:5]2[C:14]1[CH:15]=[C:16]([NH:20]C(=O)C)[CH:17]=[CH:18][CH:19]=1.CS(C1C=CC(CNC)=CC=1)(=O)=O.C([O-])C.[Na+], predict the reaction product. The product is: [Cl:1][C:2]1[CH:3]=[C:4]2[C:9](=[C:10]([Cl:12])[CH:11]=1)[CH2:8][N:7]([CH3:13])[CH2:6][CH:5]2[C:14]1[CH:15]=[C:16]([NH2:20])[CH:17]=[CH:18][CH:19]=1.